From a dataset of hERG potassium channel inhibition data for cardiac toxicity prediction from Karim et al.. Regression/Classification. Given a drug SMILES string, predict its toxicity properties. Task type varies by dataset: regression for continuous values (e.g., LD50, hERG inhibition percentage) or binary classification for toxic/non-toxic outcomes (e.g., AMES mutagenicity, cardiotoxicity, hepatotoxicity). Dataset: herg_karim. (1) The drug is CCN(C(=O)Cc1ccc(S(C)(=O)=O)cc1)C1CCN(CC[C@@H](c2ccccc2)N2CCN(S(=O)(=O)C(F)(F)F)CC2)CC1. The result is 1 (blocker). (2) The compound is COC1COCCC1N[C@@H]1C[C@H]2CN(c3nccs3)C[C@@]2(C(=O)N2CCc3ncc(C(F)(F)F)cc3C2)C1. The result is 0 (non-blocker). (3) The molecule is CCN(CC)CCCC(C)Nc1nc(C)cc(Nc2ccc3nc(C)cc(N)c3c2)n1. The result is 0 (non-blocker). (4) The compound is CN(C)C(=O)[C@H]1C[C@@H]1c1ccc(-c2ncn(C)c2Sc2ccc(Cl)cn2)cc1. The result is 0 (non-blocker). (5) The result is 0 (non-blocker). The compound is Cc1nn(C)c(C)c1-c1nc2c(N3CCN(Cc4cccnc4)CC3)c(Br)cnc2[nH]1. (6) The compound is CC(C)COC[C@@H](CN(Cc1ccccc1)c1ccccc1)[N+]1CCCC1. The result is 1 (blocker).